This data is from Catalyst prediction with 721,799 reactions and 888 catalyst types from USPTO. The task is: Predict which catalyst facilitates the given reaction. (1) Reactant: [Br:1][C:2]1[CH:7]=[CH:6][C:5]([N:8]2[C:12]3[CH:13]=[C:14]([C:16]([O:18]CC)=[O:17])[NH:15][C:11]=3[N:10]=[CH:9]2)=[CH:4][CH:3]=1.[OH-].[Na+].Cl. Product: [Br:1][C:2]1[CH:7]=[CH:6][C:5]([N:8]2[C:12]3[CH:13]=[C:14]([C:16]([OH:18])=[O:17])[NH:15][C:11]=3[N:10]=[CH:9]2)=[CH:4][CH:3]=1. The catalyst class is: 8. (2) Reactant: [Cl:1][C:2]1[CH:7]=[C:6]([O:8][CH3:9])[CH:5]=[CH:4][C:3]=1[CH:10]=[CH2:11].[Si]([C:16]([F:19])(F)[F:17])(C)(C)C.[Na+].[I-]. Product: [Cl:1][C:2]1[CH:7]=[C:6]([O:8][CH3:9])[CH:5]=[CH:4][C:3]=1[CH:10]1[CH2:11][C:16]1([F:19])[F:17]. The catalyst class is: 134. (3) Reactant: [OH:1][C@H:2]([C@H:4]([CH2:9][CH:10]=[C:11]([CH3:13])[CH3:12])[C:5]([O:7][CH3:8])=[O:6])[CH3:3]. Product: [OH:1][C@H:2]([C@H:4]([CH2:9][CH2:10][CH:11]([CH3:13])[CH3:12])[C:5]([O:7][CH3:8])=[O:6])[CH3:3]. The catalyst class is: 19. (4) Reactant: [NH2:1][C:2]1[NH:3][C:4](=[O:22])[C:5]2[N:11]=[C:10]([C:12]3[CH:17]=[CH:16][C:15]([O:18][CH3:19])=[C:14]([O:20][CH3:21])[CH:13]=3)[CH:9]=[CH:8][C:6]=2[N:7]=1.[C:23](O)(=[O:25])[CH3:24]. Product: [C:23]([NH:1][C:2]1[NH:3][C:4](=[O:22])[C:5]2[N:11]=[C:10]([C:12]3[CH:17]=[CH:16][C:15]([O:18][CH3:19])=[C:14]([O:20][CH3:21])[CH:13]=3)[CH:9]=[CH:8][C:6]=2[N:7]=1)(=[O:25])[CH3:24]. The catalyst class is: 152.